From a dataset of Buchwald-Hartwig C-N cross coupling reaction yields with 55,370 reactions. Predict the reaction yield, written as a fraction of the theoretical maximum amount of product (1.0 means a 100% yield; for example, 0.34 means a 34% yield). No catalyst specified. The product is Cc1ccc(Nc2ccc(C(F)(F)F)cc2)cc1. The reactants are FC(F)(F)c1ccc(Br)cc1.Cc1ccc(N)cc1.O=S(=O)(O[Pd]1c2ccccc2-c2ccccc2N~1)C(F)(F)F.CC(C)c1cc(C(C)C)c(-c2ccccc2P(C2CCCCC2)C2CCCCC2)c(C(C)C)c1.CN1CCCN2CCCN=C12.c1ccc(CN(Cc2ccccc2)c2ccno2)cc1. The yield is 0.0759.